This data is from Forward reaction prediction with 1.9M reactions from USPTO patents (1976-2016). The task is: Predict the product of the given reaction. (1) Given the reactants [F:1][C:2]1[CH:7]=[C:6]([N+:8]([O-])=O)[CH:5]=[C:4]([CH2:11][S:12][CH3:13])[CH:3]=1.[OH-].[Na+], predict the reaction product. The product is: [F:1][C:2]1[CH:7]=[C:6]([CH:5]=[C:4]([CH2:11][S:12][CH3:13])[CH:3]=1)[NH2:8]. (2) Given the reactants C(OC([NH:8][C@H:9]([C:35]([O:37][CH3:38])=[O:36])[CH2:10][C:11]1[CH:16]=[CH:15][C:14]([CH2:17][CH2:18][CH2:19][C:20]2[CH:25]=[CH:24][CH:23]=[C:22]([N:26](C(OC(C)(C)C)=O)[CH3:27])[N:21]=2)=[CH:13][CH:12]=1)=O)(C)(C)C.[ClH:39], predict the reaction product. The product is: [ClH:39].[ClH:39].[CH3:27][NH:26][C:22]1[N:21]=[C:20]([CH2:19][CH2:18][CH2:17][C:14]2[CH:13]=[CH:12][C:11]([CH2:10][C@@H:9]([C:35]([O:37][CH3:38])=[O:36])[NH2:8])=[CH:16][CH:15]=2)[CH:25]=[CH:24][CH:23]=1. (3) Given the reactants [Si]([O:8][CH2:9][C:10]1[CH:11]=[C:12]([CH:16]([C:18]2[CH:19]=[N:20][C:21]([N:24]3[CH2:29][CH2:28][O:27][CH2:26][CH2:25]3)=[N:22][CH:23]=2)O)[CH:13]=[CH:14][CH:15]=1)(C(C)(C)C)(C)C.C([SiH](CC)CC)C.C(O)(C(F)(F)F)=O, predict the reaction product. The product is: [N:24]1([C:21]2[N:20]=[CH:19][C:18]([CH2:16][C:12]3[CH:11]=[C:10]([CH2:9][OH:8])[CH:15]=[CH:14][CH:13]=3)=[CH:23][N:22]=2)[CH2:29][CH2:28][O:27][CH2:26][CH2:25]1. (4) Given the reactants [F:1][C:2]1[CH:7]=[CH:6][C:5]([C:8]2[CH:9]=[C:10](C3C=CC=CC=3)[N:11]=[N:12][CH:13]=2)=[CH:4][C:3]=1[O:20]C.B(Br)(Br)Br.CO.C(=O)([O-])O.[Na+], predict the reaction product. The product is: [F:1][C:2]1[CH:7]=[CH:6][C:5]([C:8]2[CH:9]=[CH:10][N:11]=[N:12][C:13]=2[C:2]2[CH:7]=[CH:6][CH:5]=[CH:4][CH:3]=2)=[CH:4][C:3]=1[OH:20]. (5) Given the reactants [Br:1][C:2]1[C:3]([Cl:21])=[C:4]([CH:17]=[C:18]([Cl:20])[CH:19]=1)[O:5][C:6]1[C:7]([N+:14]([O-])=O)=[C:8]([CH:10]=[CH:11][C:12]=1[Cl:13])[NH2:9].O.O.[Sn](Cl)Cl.N#N, predict the reaction product. The product is: [Br:1][C:2]1[C:3]([Cl:21])=[C:4]([CH:17]=[C:18]([Cl:20])[CH:19]=1)[O:5][C:6]1[C:12]([Cl:13])=[CH:11][CH:10]=[C:8]([NH2:9])[C:7]=1[NH2:14]. (6) Given the reactants [C:1]1([CH2:7][CH2:8][NH:9][CH:10]2[CH2:15][CH2:14][N:13]([C:16]([O:18][C:19]([CH3:22])([CH3:21])[CH3:20])=[O:17])[CH2:12][CH2:11]2)[CH:6]=[CH:5][CH:4]=[CH:3][CH:2]=1.C(N(C(C)C)CC)(C)C.[CH3:32][O:33][C:34]1[CH:39]=[CH:38][C:37]([CH2:40][C:41](Cl)=[O:42])=[CH:36][CH:35]=1.O, predict the reaction product. The product is: [C:1]1([CH2:7][CH2:8][N:9]([CH:10]2[CH2:15][CH2:14][N:13]([C:16]([O:18][C:19]([CH3:22])([CH3:21])[CH3:20])=[O:17])[CH2:12][CH2:11]2)[C:41](=[O:42])[CH2:40][C:37]2[CH:38]=[CH:39][C:34]([O:33][CH3:32])=[CH:35][CH:36]=2)[CH:6]=[CH:5][CH:4]=[CH:3][CH:2]=1.